This data is from Catalyst prediction with 721,799 reactions and 888 catalyst types from USPTO. The task is: Predict which catalyst facilitates the given reaction. (1) Reactant: [NH2:1][C:2]1[N:10]=[C:9]([O:11][CH2:12][CH2:13][CH2:14][CH3:15])[N:8]=[C:7]2[C:3]=1[N:4]=[C:5]([O:35][CH3:36])[N:6]2[CH2:16][CH2:17][CH2:18][CH:19]1[CH2:24][CH2:23][CH2:22][CH2:21][N:20]1C(OCC1C=CC=CC=1)=O. Product: [CH2:12]([O:11][C:9]1[N:8]=[C:7]2[C:3]([N:4]=[C:5]([O:35][CH3:36])[N:6]2[CH2:16][CH2:17][CH2:18][CH:19]2[CH2:24][CH2:23][CH2:22][CH2:21][NH:20]2)=[C:2]([NH2:1])[N:10]=1)[CH2:13][CH2:14][CH3:15]. The catalyst class is: 29. (2) Reactant: [F:1][C:2]1[CH:7]=[CH:6][C:5]([C:8]2[CH:9]=[C:10]3[C:14](=[CH:15][CH:16]=2)[C@@H:13]([C@H:17]([NH:26]C(=O)OC(C)(C)C)[C:18]([N:20]2[CH2:24][CH2:23][C@H:22]([F:25])[CH2:21]2)=[O:19])[CH2:12][CH2:11]3)=[CH:4][CH:3]=1.[ClH:34]. Product: [ClH:34].[F:1][C:2]1[CH:3]=[CH:4][C:5]([C:8]2[CH:9]=[C:10]3[C:14](=[CH:15][CH:16]=2)[C@@H:13]([C@H:17]([NH2:26])[C:18]([N:20]2[CH2:24][CH2:23][C@H:22]([F:25])[CH2:21]2)=[O:19])[CH2:12][CH2:11]3)=[CH:6][CH:7]=1. The catalyst class is: 12. (3) Reactant: [C:1](O)(=[O:8])[C:2]1C=CC=CC=1.[CH:10]1[CH:11]=[CH:12][C:13]2N(O)N=[N:16][C:14]=2[CH:15]=1.CCN=C=NCCCN(C)C.CN1CCCNCC1.CCN(C(C)C)C(C)C. Product: [NH:16]1[C:14]2[C:13](=[CH:12][CH:11]=[CH:10][CH:15]=2)[CH2:2][C:1]1=[O:8]. The catalyst class is: 18.